This data is from Forward reaction prediction with 1.9M reactions from USPTO patents (1976-2016). The task is: Predict the product of the given reaction. (1) Given the reactants [CH:1]([C:4]1[N:5]=[C:6]([CH2:9][CH2:10][C:11]2[CH:29]=[CH:28][N:14]3[C:15](=[O:27])[C:16]([CH:25]=O)=[C:17]([N:19]4[CH2:24][CH2:23][O:22][CH2:21][CH2:20]4)[N:18]=[C:13]3[C:12]=2[O:30][CH3:31])[S:7][CH:8]=1)([CH3:3])[CH3:2].[C:32]([O:36][C:37]([CH:39]=P(C1C=CC=CC=1)(C1C=CC=CC=1)C1C=CC=CC=1)=[O:38])([CH3:35])([CH3:34])[CH3:33], predict the reaction product. The product is: [CH:1]([C:4]1[N:5]=[C:6]([CH2:9][CH2:10][C:11]2[CH:29]=[CH:28][N:14]3[C:15](=[O:27])[C:16](/[CH:25]=[CH:39]/[C:37]([O:36][C:32]([CH3:33])([CH3:34])[CH3:35])=[O:38])=[C:17]([N:19]4[CH2:24][CH2:23][O:22][CH2:21][CH2:20]4)[N:18]=[C:13]3[C:12]=2[O:30][CH3:31])[S:7][CH:8]=1)([CH3:3])[CH3:2]. (2) Given the reactants Cl.[N:2]1([CH2:8][C:9]2[C:13]3[CH:14]=[CH:15][C:16]([O:18][C:19]4[S:20][C:21]5[C:22]([N:27]=4)=[N:23][CH:24]=[CH:25][CH:26]=5)=[CH:17][C:12]=3[O:11][CH:10]=2)[CH2:7][CH2:6][NH:5][CH2:4][CH2:3]1.CCN(C(C)C)C(C)C.[CH3:37][S:38](Cl)(=[O:40])=[O:39], predict the reaction product. The product is: [CH3:37][S:38]([N:5]1[CH2:6][CH2:7][N:2]([CH2:8][C:9]2[C:13]3[CH:14]=[CH:15][C:16]([O:18][C:19]4[S:20][C:21]5[C:22]([N:27]=4)=[N:23][CH:24]=[CH:25][CH:26]=5)=[CH:17][C:12]=3[O:11][CH:10]=2)[CH2:3][CH2:4]1)(=[O:40])=[O:39]. (3) The product is: [Cl:1][C:2]1[C:3]([F:23])=[C:4]([CH:8]=[CH:9][C:10]=1[O:11][C:12]1[CH:17]=[CH:16][C:15]([Cl:18])=[C:14]([C:19]([F:22])([F:21])[F:20])[CH:13]=1)[C:5]([NH:59][S:56]([CH3:55])(=[O:58])=[O:57])=[O:6]. Given the reactants [Cl:1][C:2]1[C:3]([F:23])=[C:4]([CH:8]=[CH:9][C:10]=1[O:11][C:12]1[CH:17]=[CH:16][C:15]([Cl:18])=[C:14]([C:19]([F:22])([F:21])[F:20])[CH:13]=1)[C:5](O)=[O:6].Cl.CN(C)CCCN=C=NCC.ON1C2C=CC=CC=2N=N1.C(N(CC)C(C)C)(C)C.[CH3:55][S:56]([NH2:59])(=[O:58])=[O:57], predict the reaction product. (4) Given the reactants [Cl:1][C:2]1[N:7]=[CH:6][N:5]=[C:4]2[NH:8][N:9]=[CH:10][C:3]=12.[C:11]1(C)C=[CH:15][C:14](S(O)(=O)=O)=[CH:13][CH:12]=1.N.C(OCC)(=[O:25])C, predict the reaction product. The product is: [Cl:1][C:2]1[N:7]=[CH:6][N:5]=[C:4]2[N:8]([CH:15]3[CH2:14][CH2:13][CH2:12][CH2:11][O:25]3)[N:9]=[CH:10][C:3]=12. (5) The product is: [CH3:8][C@H:6]1[O:7][C@@H:2]([CH3:1])[CH2:3][N:4]([C:9]2[C:17]([F:18])=[C:16]([F:19])[CH:15]=[CH:14][C:10]=2[CH2:11][OH:12])[CH2:5]1. Given the reactants [CH3:1][C@H:2]1[O:7][C@@H:6]([CH3:8])[CH2:5][N:4]([C:9]2[C:17]([F:18])=[C:16]([F:19])[CH:15]=[CH:14][C:10]=2[C:11](O)=[O:12])[CH2:3]1.[BH4-].[Na+].II, predict the reaction product.